This data is from Catalyst prediction with 721,799 reactions and 888 catalyst types from USPTO. The task is: Predict which catalyst facilitates the given reaction. (1) Reactant: Cl.[F:2][C:3]1[CH:4]=[C:5]([CH:18]=[CH:19][CH:20]=1)[O:6][C:7]1[N:11]=[C:10]([C@H:12]2[CH2:17][CH2:16][CH2:15][NH:14][CH2:13]2)[O:9][N:8]=1.C(N(CC)CC)C.[F:28][C:29]1[CH:37]=[CH:36][C:32]([C:33](Cl)=[O:34])=[CH:31][CH:30]=1. Product: [F:2][C:3]1[CH:4]=[C:5]([CH:18]=[CH:19][CH:20]=1)[O:6][C:7]1[N:11]=[C:10]([C@H:12]2[CH2:17][CH2:16][CH2:15][N:14]([C:33]([C:32]3[CH:36]=[CH:37][C:29]([F:28])=[CH:30][CH:31]=3)=[O:34])[CH2:13]2)[O:9][N:8]=1. The catalyst class is: 4. (2) Reactant: [Cl:1][C:2]1[CH:7]=[CH:6][CH:5]=[C:4]([F:8])[C:3]=1[NH:9][C:10]1[CH:15]=[CH:14][C:13]([CH3:16])=[CH:12][CH:11]=1.Cl[CH2:18][C:19](Cl)=[O:20].CCCCCCCCCC.[Cl-].[Al+3].[Cl-].[Cl-]. Product: [Cl:1][C:2]1[CH:7]=[CH:6][CH:5]=[C:4]([F:8])[C:3]=1[N:9]1[C:10]2[C:11](=[CH:12][C:13]([CH3:16])=[CH:14][CH:15]=2)[CH2:18][C:19]1=[O:20]. The catalyst class is: 133. (3) Reactant: [CH3:1][S:2](Cl)(=[O:4])=[O:3].[OH:6][CH:7]1[CH2:12][CH2:11][CH2:10][N:9]([C:13]([O:15][C:16]([CH3:19])([CH3:18])[CH3:17])=[O:14])[CH2:8]1.CCN(CC)CC. Product: [CH3:1][S:2]([O:6][CH:7]1[CH2:12][CH2:11][CH2:10][N:9]([C:13]([O:15][C:16]([CH3:19])([CH3:18])[CH3:17])=[O:14])[CH2:8]1)(=[O:4])=[O:3]. The catalyst class is: 2. (4) Reactant: C([N:8]1[CH2:16][CH2:15][N:14](CC2C=CC=CC=2)[CH2:13][CH2:12][N:11](CC2C=CC=CC=2)[CH2:10][CH:9]1[CH2:31][NH:32][C:33](=[O:39])[O:34][C:35]([CH3:38])([CH3:37])[CH3:36])C1C=CC=CC=1.C(O)(=O)C.O. Product: [C:35]([O:34][C:33](=[O:39])[NH:32][CH2:31][CH:9]1[CH2:10][NH:11][CH2:12][CH2:13][NH:14][CH2:15][CH2:16][NH:8]1)([CH3:38])([CH3:36])[CH3:37]. The catalyst class is: 354. (5) Reactant: [C:1]([O:5][C:6]([NH:8][C@H:9]([C:23]([O:25]C)=[O:24])[C:10]([CH3:22])([CH3:21])[C:11]([O:13][CH2:14][C:15]1[CH:20]=[CH:19][CH:18]=[CH:17][CH:16]=1)=[O:12])=[O:7])([CH3:4])([CH3:3])[CH3:2].C(N(CC)CC)C.[Li+].[Br-].Cl. Product: [CH2:14]([O:13][C:11](=[O:12])[C:10]([CH3:22])([CH3:21])[C@H:9]([NH:8][C:6]([O:5][C:1]([CH3:3])([CH3:2])[CH3:4])=[O:7])[C:23]([OH:25])=[O:24])[C:15]1[CH:20]=[CH:19][CH:18]=[CH:17][CH:16]=1. The catalyst class is: 144. (6) Reactant: [CH3:1][C:2](=[CH:4][CH2:5][CH2:6]/[C:7](=[CH:9]/[CH2:10]/[CH:11]=[C:12](/[CH:14]=[CH2:15])\[CH3:13])/[CH3:8])[CH3:3]. Product: [CH3:15][CH2:14][CH:12]([CH2:11][CH2:10][CH2:9][CH:7]([CH2:6][CH2:5][CH2:4][CH:2]([CH3:1])[CH3:3])[CH3:8])[CH3:13]. The catalyst class is: 45.